Dataset: NCI-60 drug combinations with 297,098 pairs across 59 cell lines. Task: Regression. Given two drug SMILES strings and cell line genomic features, predict the synergy score measuring deviation from expected non-interaction effect. (1) Drug 1: C1CC(C1)(C(=O)O)C(=O)O.[NH2-].[NH2-].[Pt+2]. Drug 2: C1=CC(=C(C=C1I)F)NC2=C(C=CC(=C2F)F)C(=O)NOCC(CO)O. Cell line: SW-620. Synergy scores: CSS=52.6, Synergy_ZIP=-6.92, Synergy_Bliss=-9.23, Synergy_Loewe=-6.65, Synergy_HSA=-4.01. (2) Drug 1: CN(CCCl)CCCl.Cl. Drug 2: CC12CCC3C(C1CCC2OP(=O)(O)O)CCC4=C3C=CC(=C4)OC(=O)N(CCCl)CCCl.[Na+]. Cell line: SK-OV-3. Synergy scores: CSS=-2.36, Synergy_ZIP=2.73, Synergy_Bliss=2.83, Synergy_Loewe=-3.83, Synergy_HSA=-3.17.